This data is from Full USPTO retrosynthesis dataset with 1.9M reactions from patents (1976-2016). The task is: Predict the reactants needed to synthesize the given product. (1) Given the product [Br:34][C:35]1[CH:36]=[C:37]([O:41][C@H:19]2[CH2:18][CH2:17][N:20]([C:43](=[O:42])[CH3:47])[CH2:14]2)[CH:38]=[N:39][CH:40]=1, predict the reactants needed to synthesize it. The reactants are: [C:18]1(P([C:14]2[CH:19]=[CH:18][CH:17]=CC=2)[C:18]2[CH:17]=CC=[CH:14][CH:19]=2)[CH:17]=CC=[CH:14][CH:19]=1.[N:20](C(OC(C)C)=O)=NC(OC(C)C)=O.[Br:34][C:35]1[CH:36]=[C:37]([OH:41])[CH:38]=[N:39][CH:40]=1.[OH:42][CH:43]1[CH2:47]C[C@@H](C(=O)C)C1. (2) The reactants are: [CH2:1]([N:8]1[CH2:13][CH2:12][C@H:11]([N:14]2[CH2:19][CH2:18][NH:17][CH2:16][CH2:15]2)[C@H:10]([C:20]2[CH:25]=[CH:24][C:23]([Cl:26])=[CH:22][CH:21]=2)[CH2:9]1)[C:2]1[CH:7]=[CH:6][CH:5]=[CH:4][CH:3]=1.[CH:27]1[C:39]2[CH:38]([CH2:40][O:41][C:42](Cl)=[O:43])[C:37]3[C:32](=[CH:33][CH:34]=[CH:35][CH:36]=3)[C:31]=2[CH:30]=[CH:29][CH:28]=1. Given the product [CH:27]1[C:39]2[CH:38]([CH2:40][O:41][C:42]([N:17]3[CH2:18][CH2:19][N:14]([C@H:11]4[CH2:12][CH2:13][N:8]([CH2:1][C:2]5[CH:7]=[CH:6][CH:5]=[CH:4][CH:3]=5)[CH2:9][C@H:10]4[C:20]4[CH:25]=[CH:24][C:23]([Cl:26])=[CH:22][CH:21]=4)[CH2:15][CH2:16]3)=[O:43])[C:37]3[C:32](=[CH:33][CH:34]=[CH:35][CH:36]=3)[C:31]=2[CH:30]=[CH:29][CH:28]=1, predict the reactants needed to synthesize it. (3) Given the product [C:40]([NH:39][C:37]1[S:38][C:34]2[CH:33]=[C:32]([O:31][C:30]3[CH:29]=[C:28]([NH:27][C:4](=[O:6])[C:3]4[CH:7]=[CH:8][CH:9]=[C:10]([C:11]([C:14]#[N:15])([CH3:13])[CH3:12])[C:2]=4[Cl:1])[CH:47]=[CH:46][CH:45]=3)[CH:44]=[CH:43][C:35]=2[N:36]=1)(=[O:42])[CH3:41], predict the reactants needed to synthesize it. The reactants are: [Cl:1][C:2]1[C:10]([C:11]([C:14]#[N:15])([CH3:13])[CH3:12])=[CH:9][CH:8]=[CH:7][C:3]=1[C:4]([OH:6])=O.C(Cl)(=O)C(Cl)=O.CN(C)C=O.[NH2:27][C:28]1[CH:29]=[C:30]([CH:45]=[CH:46][CH:47]=1)[O:31][C:32]1[CH:44]=[CH:43][C:35]2[N:36]=[C:37]([NH:39][C:40](=[O:42])[CH3:41])[S:38][C:34]=2[CH:33]=1. (4) Given the product [NH2:2][C:3]1[C:8]2[CH:9]=[CH:10][O:11][C:7]=2[CH:6]=[CH:5][C:4]=1[Br:13], predict the reactants needed to synthesize it. The reactants are: Cl.[NH2:2][C:3]1[C:8]2[CH:9](O)[CH2:10][O:11][C:7]=2[CH:6]=[CH:5][C:4]=1[Br:13]. (5) Given the product [CH3:17][O:16][C:11]1[CH:12]=[CH:13][CH:14]=[CH:15][C:10]=1[CH2:9][O:8][C:6]1[CH:5]=[CH:4][C:3]([S:18][C:19]2[CH:20]=[CH:21][C:22]([OH:25])=[CH:23][CH:24]=2)=[C:2]([NH:1][C:38]2[C:28]3[CH:33]=[CH:32][CH:31]=[N:30][C:29]=3[N:34]=[CH:35][N:36]=2)[CH:7]=1, predict the reactants needed to synthesize it. The reactants are: [NH2:1][C:2]1[CH:7]=[C:6]([O:8][CH2:9][C:10]2[CH:15]=[CH:14][CH:13]=[CH:12][C:11]=2[O:16][CH3:17])[CH:5]=[CH:4][C:3]=1[S:18][C:19]1[CH:24]=[CH:23][C:22]([OH:25])=[CH:21][CH:20]=1.C([C:28]1[C:29]([N:34]=[CH:35][N:36]([CH3:38])C)=[N:30][CH:31]=[CH:32][CH:33]=1)#N.NC1C=C(OCC2C=CC=C(F)C=2)C=CC=1SC1C=CC(O)=CC=1.